The task is: Predict the reactants needed to synthesize the given product.. This data is from Full USPTO retrosynthesis dataset with 1.9M reactions from patents (1976-2016). (1) Given the product [OH:21][C@H:12]1[CH2:11][CH2:10][C@H:9]2[C@H:8]3[C@H:17]([CH2:16][CH2:15][C@:13]12[CH3:14])[C:18]1[CH:19]=[CH:20][C:3]([O:2][CH3:1])=[CH:4][C:5]=1[CH2:6][C@H:7]3[CH2:22][CH:23]=[CH:24][CH2:41][CH2:40][CH2:39][CH2:38][CH2:37][CH2:36][CH:30]([CH2:29][CH2:28][CH2:27][C:26]([F:25])([F:48])[C:44]([F:45])([F:46])[F:47])[C:31]([O:33][CH2:34][CH3:35])=[O:32], predict the reactants needed to synthesize it. The reactants are: [CH3:1][O:2][C:3]1[CH:20]=[CH:19][C:18]2[C@@H:17]3[C@H:8]([C@H:9]4[C@@:13]([CH2:15][CH2:16]3)([CH3:14])[C@@H:12]([OH:21])[CH2:11][CH2:10]4)[C@H:7]([CH2:22][CH:23]=[CH2:24])[CH2:6][C:5]=2[CH:4]=1.[F:25][C:26]([F:48])([C:44]([F:47])([F:46])[F:45])[CH2:27][CH2:28][CH2:29][CH:30]([CH2:36][CH2:37][CH2:38][CH2:39][CH2:40][CH2:41]C=C)[C:31]([O:33][CH2:34][CH3:35])=[O:32]. (2) Given the product [CH:1]([C:3]1[N:8]=[CH:7][C:6]([N:9]2[CH2:14][CH2:13][N:12]([C:15]([O:17][C:18]([CH3:21])([CH3:20])[CH3:19])=[O:16])[CH2:11][CH2:10]2)=[CH:5][CH:4]=1)=[O:41], predict the reactants needed to synthesize it. The reactants are: [C:1]([C:3]1[N:8]=[CH:7][C:6]([N:9]2[CH2:14][CH2:13][N:12]([C:15]([O:17][C:18]([CH3:21])([CH3:20])[CH3:19])=[O:16])[CH2:11][CH2:10]2)=[CH:5][CH:4]=1)#N.C1(C)C=CC=CC=1.[H-].C([Al+]CC(C)C)C(C)C.Cl.C(=O)([O-])[O-:41].[Na+].[Na+].